Dataset: Reaction yield outcomes from USPTO patents with 853,638 reactions. Task: Predict the reaction yield, written as a fraction of the theoretical maximum amount of product (1.0 means a 100% yield; for example, 0.34 means a 34% yield). (1) The reactants are Cl.[Cl:2][C:3]1[CH:8]=[C:7]([F:9])[CH:6]=[CH:5][C:4]=1[NH:10]N.[CH2:12]1[CH2:19][C:17](=O)[C:15](=[O:16])[CH2:14][CH2:13]1. The catalyst is CO.CC(O)=O.Cl. The product is [Cl:2][C:3]1[CH:8]=[C:7]([F:9])[CH:6]=[C:5]2[C:4]=1[NH:10][C:14]1[C:15](=[O:16])[CH2:17][CH2:19][CH2:12][C:13]2=1. The yield is 0.550. (2) The reactants are [CH3:1][O:2][C:3]([C@H:5]([NH:17]C(=O)OCC1C=CC=CC=1)[CH2:6][C:7]1[CH:8]=[CH:9][C:10]2[NH:14][C:13](=[O:15])[NH:12][C:11]=2[CH:16]=1)=[O:4].[H][H]. The catalyst is [Pd].CO. The product is [NH2:17][C@H:5]([CH2:6][C:7]1[CH:8]=[CH:9][C:10]2[NH:14][C:13](=[O:15])[NH:12][C:11]=2[CH:16]=1)[C:3]([O:2][CH3:1])=[O:4]. The yield is 1.00. (3) The reactants are [Br:1][C:2]1[CH:7]=[CH:6][C:5]([C:8]([CH3:12])([CH3:11])[CH2:9][OH:10])=[C:4]([O:13]C)[CH:3]=1.B(Br)(Br)Br. The catalyst is ClCCl. The product is [Br:1][C:2]1[CH:7]=[CH:6][C:5]([C:8]([CH3:12])([CH3:11])[CH2:9][OH:10])=[C:4]([OH:13])[CH:3]=1. The yield is 0.320. (4) The reactants are [CH2:1]([NH:8][C:9](=O)[C:10]1[CH:15]=[CH:14][C:13]([Cl:16])=[N:12][C:11]=1[Cl:17])[C:2]1[CH:7]=[CH:6][CH:5]=[CH:4][CH:3]=1.CO. The catalyst is C1COCC1. The product is [CH2:1]([NH:8][CH2:9][C:10]1[C:11]([Cl:17])=[N:12][C:13]([Cl:16])=[CH:14][CH:15]=1)[C:2]1[CH:3]=[CH:4][CH:5]=[CH:6][CH:7]=1. The yield is 0.550. (5) The reactants are [NH2:1][CH2:2][C:3]([CH3:8])([CH3:7])[C:4]([NH2:6])=[O:5].OC1C=CC=CN=1.[C:16]([O:20][C:21](=[O:50])[NH:22][C@H:23]([C@@H:41]1[CH2:45][C@@H:44]([CH:46]([CH3:48])[CH3:47])[C:43](=[O:49])[O:42]1)[CH2:24][N:25]1[CH2:30][C:29](=[O:31])[N:28]([C:32]2[CH:37]=[CH:36][CH:35]=[CH:34][C:33]=2[Cl:38])[CH2:27][C:26]1([CH3:40])[CH3:39])([CH3:19])([CH3:18])[CH3:17]. The catalyst is C(N(CC)CC)C. The product is [C:16]([O:20][C:21](=[O:50])[NH:22][C@@H:23]([CH2:24][N:25]1[CH2:30][C:29](=[O:31])[N:28]([C:32]2[CH:37]=[CH:36][CH:35]=[CH:34][C:33]=2[Cl:38])[CH2:27][C:26]1([CH3:39])[CH3:40])[C@@H:41]([OH:42])[CH2:45][C@H:44]([C:43](=[O:49])[NH:1][CH2:2][C:3]([C:4](=[O:5])[NH2:6])([CH3:8])[CH3:7])[CH:46]([CH3:48])[CH3:47])([CH3:17])([CH3:18])[CH3:19]. The yield is 0.660.